This data is from Full USPTO retrosynthesis dataset with 1.9M reactions from patents (1976-2016). The task is: Predict the reactants needed to synthesize the given product. The reactants are: [CH3:1][C:2]1[NH:3][C:4]2[CH:5]=[CH:6][NH:7][C:8](=[O:26])[C:9]=2[CH:10]([C:14]2[CH:15]=[CH:16][CH:17]=[C:18]3[C:23]=2[O:22][C:21]([CH3:24])=[CH:20][C:19]3=[O:25])[C:11]=1[C:12]#[N:13].[F:27][C:28]([F:41])([F:40])[S:29](O[S:29]([C:28]([F:41])([F:40])[F:27])(=[O:31])=[O:30])(=[O:31])=[O:30]. Given the product [F:27][C:28]([F:41])([F:40])[S:29]([O:26][C:8]1[N:7]=[CH:6][CH:5]=[C:4]2[C:9]=1[CH:10]([C:14]1[CH:15]=[CH:16][CH:17]=[C:18]3[C:23]=1[O:22][C:21]([CH3:24])=[CH:20][C:19]3=[O:25])[C:11]([C:12]#[N:13])=[C:2]([CH3:1])[NH:3]2)(=[O:31])=[O:30], predict the reactants needed to synthesize it.